Dataset: Reaction yield outcomes from USPTO patents with 853,638 reactions. Task: Predict the reaction yield, written as a fraction of the theoretical maximum amount of product (1.0 means a 100% yield; for example, 0.34 means a 34% yield). (1) The reactants are [N+:1]([C:4]1[CH:5]=[C:6]2[C:11](=[O:12])[O:10][C:8](=O)[C:7]2=[CH:13][CH:14]=1)([O-:3])=[O:2].[NH2:15][CH2:16][CH2:17][CH2:18][C:19]([OH:21])=[O:20]. No catalyst specified. The product is [N+:1]([C:4]1[CH:5]=[C:6]2[C:11](=[O:12])[N:15]([CH2:16][CH2:17][CH2:18][C:19]([OH:21])=[O:20])[C:8](=[O:10])[C:7]2=[CH:13][CH:14]=1)([O-:3])=[O:2]. The yield is 0.980. (2) The reactants are [CH2:1]([C:5]1[N:6]=[C:7]([CH3:27])[NH:8][C:9](=[O:26])[C:10]=1[CH2:11][C:12]1[CH:17]=[CH:16][C:15]([C:18]2[C:19]([C:24]#[N:25])=[CH:20][CH:21]=[CH:22][CH:23]=2)=[CH:14][CH:13]=1)[CH2:2][CH2:3][CH3:4].C(=O)([O-])[O-].[K+].[K+].Cl[CH2:35][C:36]1[N:37]=[C:38]([C:41]2[CH:46]=[CH:45][CH:44]=[CH:43][N:42]=2)[S:39][CH:40]=1.CN(C)C=O. The catalyst is C(OCC)(=O)C. The product is [CH2:1]([C:5]1[N:6]=[C:7]([CH3:27])[N:8]([CH2:35][C:36]2[N:37]=[C:38]([C:41]3[CH:46]=[CH:45][CH:44]=[CH:43][N:42]=3)[S:39][CH:40]=2)[C:9](=[O:26])[C:10]=1[CH2:11][C:12]1[CH:17]=[CH:16][C:15]([C:18]2[C:19]([C:24]#[N:25])=[CH:20][CH:21]=[CH:22][CH:23]=2)=[CH:14][CH:13]=1)[CH2:2][CH2:3][CH3:4]. The yield is 0.440.